Dataset: Reaction yield outcomes from USPTO patents with 853,638 reactions. Task: Predict the reaction yield, written as a fraction of the theoretical maximum amount of product (1.0 means a 100% yield; for example, 0.34 means a 34% yield). The reactants are O.O.[C:3]([O-:15])(=[O:14])[CH2:4][C:5]([CH2:10][C:11]([O-:13])=[O:12])([C:7]([O-:9])=[O:8])[OH:6].[Na+:16].[Na+].[Na+]. The catalyst is O. The product is [C:3]([O-:15])(=[O:14])[CH2:4][C:5]([CH2:10][C:11]([O-:13])=[O:12])([C:7]([O-:9])=[O:8])[OH:6].[Na+:16].[Na+:16].[Na+:16]. The yield is 0.0150.